From a dataset of NCI-60 drug combinations with 297,098 pairs across 59 cell lines. Regression. Given two drug SMILES strings and cell line genomic features, predict the synergy score measuring deviation from expected non-interaction effect. (1) Drug 1: C1=CC(=CC=C1C#N)C(C2=CC=C(C=C2)C#N)N3C=NC=N3. Drug 2: C1CN1P(=S)(N2CC2)N3CC3. Cell line: PC-3. Synergy scores: CSS=4.78, Synergy_ZIP=-3.25, Synergy_Bliss=-1.81, Synergy_Loewe=-4.64, Synergy_HSA=-3.98. (2) Drug 1: CC12CCC3C(C1CCC2NC(=O)OCC(F)(F)F)CCC4C3(C=CC(=O)N4C)C. Drug 2: CN(C)C(=N)N=C(N)N. Cell line: SK-OV-3. Synergy scores: CSS=3.17, Synergy_ZIP=3.16, Synergy_Bliss=6.54, Synergy_Loewe=0.229, Synergy_HSA=0.417. (3) Drug 1: C1=NC2=C(N=C(N=C2N1C3C(C(C(O3)CO)O)O)F)N. Drug 2: CC(C)CN1C=NC2=C1C3=CC=CC=C3N=C2N. Cell line: HOP-62. Synergy scores: CSS=34.0, Synergy_ZIP=-4.60, Synergy_Bliss=-4.24, Synergy_Loewe=-1.47, Synergy_HSA=-3.32. (4) Drug 1: COC1=CC(=CC(=C1O)OC)C2C3C(COC3=O)C(C4=CC5=C(C=C24)OCO5)OC6C(C(C7C(O6)COC(O7)C8=CC=CS8)O)O. Drug 2: CC(C)NC(=O)C1=CC=C(C=C1)CNNC.Cl. Cell line: SW-620. Synergy scores: CSS=35.5, Synergy_ZIP=2.27, Synergy_Bliss=2.78, Synergy_Loewe=-11.8, Synergy_HSA=1.32. (5) Drug 1: C1CC(=O)NC(=O)C1N2CC3=C(C2=O)C=CC=C3N. Drug 2: C1=CC(=CC=C1CCC2=CNC3=C2C(=O)NC(=N3)N)C(=O)NC(CCC(=O)O)C(=O)O. Cell line: OVCAR-8. Synergy scores: CSS=13.8, Synergy_ZIP=-2.50, Synergy_Bliss=-6.09, Synergy_Loewe=-23.5, Synergy_HSA=-3.76. (6) Drug 1: CCCS(=O)(=O)NC1=C(C(=C(C=C1)F)C(=O)C2=CNC3=C2C=C(C=N3)C4=CC=C(C=C4)Cl)F. Drug 2: CC1=C2C(C(=O)C3(C(CC4C(C3C(C(C2(C)C)(CC1OC(=O)C(C(C5=CC=CC=C5)NC(=O)C6=CC=CC=C6)O)O)OC(=O)C7=CC=CC=C7)(CO4)OC(=O)C)O)C)OC(=O)C. Cell line: NCI-H226. Synergy scores: CSS=39.7, Synergy_ZIP=4.52, Synergy_Bliss=8.66, Synergy_Loewe=-31.3, Synergy_HSA=7.75. (7) Drug 1: CCC(=C(C1=CC=CC=C1)C2=CC=C(C=C2)OCCN(C)C)C3=CC=CC=C3.C(C(=O)O)C(CC(=O)O)(C(=O)O)O. Drug 2: CC1=C2C(C(=O)C3(C(CC4C(C3C(C(C2(C)C)(CC1OC(=O)C(C(C5=CC=CC=C5)NC(=O)C6=CC=CC=C6)O)O)OC(=O)C7=CC=CC=C7)(CO4)OC(=O)C)O)C)OC(=O)C. Cell line: SF-295. Synergy scores: CSS=4.74, Synergy_ZIP=1.80, Synergy_Bliss=2.87, Synergy_Loewe=1.88, Synergy_HSA=2.03. (8) Cell line: SK-MEL-5. Drug 1: CC1=C(C(=O)C2=C(C1=O)N3CC4C(C3(C2COC(=O)N)OC)N4)N. Drug 2: COCCOC1=C(C=C2C(=C1)C(=NC=N2)NC3=CC=CC(=C3)C#C)OCCOC.Cl. Synergy scores: CSS=62.8, Synergy_ZIP=-5.56, Synergy_Bliss=-6.37, Synergy_Loewe=-31.4, Synergy_HSA=-2.26. (9) Drug 1: CC1=CC2C(CCC3(C2CCC3(C(=O)C)OC(=O)C)C)C4(C1=CC(=O)CC4)C. Drug 2: CC1=C(C(=CC=C1)Cl)NC(=O)C2=CN=C(S2)NC3=CC(=NC(=N3)C)N4CCN(CC4)CCO. Cell line: NCI/ADR-RES. Synergy scores: CSS=10.2, Synergy_ZIP=2.28, Synergy_Bliss=5.45, Synergy_Loewe=3.39, Synergy_HSA=4.42. (10) Drug 1: C1=CC(=CC=C1C#N)C(C2=CC=C(C=C2)C#N)N3C=NC=N3. Drug 2: COC1=NC(=NC2=C1N=CN2C3C(C(C(O3)CO)O)O)N. Cell line: HL-60(TB). Synergy scores: CSS=14.0, Synergy_ZIP=-4.26, Synergy_Bliss=-3.45, Synergy_Loewe=0.812, Synergy_HSA=0.898.